This data is from Full USPTO retrosynthesis dataset with 1.9M reactions from patents (1976-2016). The task is: Predict the reactants needed to synthesize the given product. (1) The reactants are: [Cl:1][C:2]1[CH:7]=[CH:6][CH:5]=[C:4]([Cl:8])[C:3]=1[NH:9][C:10](=[O:15])[C:11]([F:14])([F:13])[F:12].C1(P(C2C=CC=CC=2)C2C=CC=CC=2)C=CC=CC=1.O[CH2:36][C:37]1[C:41]([CH2:42][O:43][C:44]2[CH:45]=[C:46]3[C:50](=[CH:51][CH:52]=2)[N:49]([CH2:53][C:54]2[CH:55]=[C:56]([CH:61]=[CH:62][CH:63]=2)[C:57]([O:59][CH3:60])=[O:58])[CH:48]=[CH:47]3)=[C:40]([CH:64]([CH3:66])[CH3:65])[O:39][N:38]=1.N(C(OC(C)C)=O)=NC(OC(C)C)=O. Given the product [Cl:1][C:2]1[CH:7]=[CH:6][CH:5]=[C:4]([Cl:8])[C:3]=1[N:9]([CH2:36][C:37]1[C:41]([CH2:42][O:43][C:44]2[CH:45]=[C:46]3[C:50](=[CH:51][CH:52]=2)[N:49]([CH2:53][C:54]2[CH:55]=[C:56]([CH:61]=[CH:62][CH:63]=2)[C:57]([O:59][CH3:60])=[O:58])[CH:48]=[CH:47]3)=[C:40]([CH:64]([CH3:66])[CH3:65])[O:39][N:38]=1)[C:10](=[O:15])[C:11]([F:13])([F:14])[F:12], predict the reactants needed to synthesize it. (2) Given the product [Cl:40][C:27]1[CH:26]=[C:25]([NH:24][C:22]2[C:23]3[N:15]([CH2:14][CH2:13][O:12][CH2:11][CH2:10][OH:9])[CH:16]=[CH:17][C:18]=3[N:19]=[CH:20][N:21]=2)[CH:30]=[CH:29][C:28]=1[O:31][CH2:32][C:33]1[CH:38]=[CH:37][CH:36]=[C:35]([F:39])[CH:34]=1, predict the reactants needed to synthesize it. The reactants are: C([O:9][CH2:10][CH2:11][O:12][CH2:13][CH2:14][N:15]1[C:23]2[C:22]([NH:24][C:25]3[CH:30]=[CH:29][C:28]([O:31][CH2:32][C:33]4[CH:38]=[CH:37][CH:36]=[C:35]([F:39])[CH:34]=4)=[C:27]([Cl:40])[CH:26]=3)=[N:21][CH:20]=[N:19][C:18]=2[CH:17]=[CH:16]1)(=O)C1C=CC=CC=1.[OH-].[Na+].Cl.